This data is from TCR-epitope binding with 47,182 pairs between 192 epitopes and 23,139 TCRs. The task is: Binary Classification. Given a T-cell receptor sequence (or CDR3 region) and an epitope sequence, predict whether binding occurs between them. (1) The epitope is SEISMDNSPNL. The TCR CDR3 sequence is CASSSRGREQYF. Result: 1 (the TCR binds to the epitope). (2) The TCR CDR3 sequence is CASSFGHTDTQYF. The epitope is FPPTSFGPL. Result: 0 (the TCR does not bind to the epitope). (3) The epitope is EILDITPCSF. The TCR CDR3 sequence is CATSDTPYEEQYF. Result: 1 (the TCR binds to the epitope). (4) The epitope is TTLPVNVAF. The TCR CDR3 sequence is CASSPLGGGVYGYTF. Result: 0 (the TCR does not bind to the epitope). (5) The epitope is FLYNLLTRV. The TCR CDR3 sequence is CATMGTGGSLYYGYTF. Result: 1 (the TCR binds to the epitope).